From a dataset of Forward reaction prediction with 1.9M reactions from USPTO patents (1976-2016). Predict the product of the given reaction. (1) The product is: [NH2:7][C@H:8]1[CH2:13][CH2:12][CH2:11][N:10]([CH2:14][C:15]([NH:16][CH2:17][C:18]2[CH:19]=[CH:20][C:21]([Cl:24])=[CH:22][CH:23]=2)=[O:25])[CH2:9]1.[F:30][C:29]([F:32])([F:31])[C:27]([O-:33])=[O:28]. Given the reactants C(OC(=O)[NH:7][C@H:8]1[CH2:13][CH2:12][CH2:11][N:10]([CH2:14][C:15](=[O:25])[NH:16][CH2:17][C:18]2[CH:23]=[CH:22][C:21]([Cl:24])=[CH:20][CH:19]=2)[CH2:9]1)(C)(C)C.[C:27]([OH:33])([C:29]([F:32])([F:31])[F:30])=[O:28], predict the reaction product. (2) Given the reactants Cl[C:2]1[C:11]2[C:6](=[N:7][CH:8]=[C:9]([N+:12]([O-:14])=[O:13])[CH:10]=2)[N:5]=[CH:4][C:3]=1[C:15]#[N:16].[Br:17][C:18]1[CH:19]=[C:20]([CH:22]=[CH:23][CH:24]=1)[NH2:21], predict the reaction product. The product is: [Br:17][C:18]1[CH:19]=[C:20]([NH:21][C:2]2[C:11]3[C:6](=[N:7][CH:8]=[C:9]([N+:12]([O-:14])=[O:13])[CH:10]=3)[N:5]=[CH:4][C:3]=2[C:15]#[N:16])[CH:22]=[CH:23][CH:24]=1. (3) Given the reactants [C:1]1([C@H:11]([N:13]([CH2:21][CH:22]2[CH:26]([C:27]3[CH:32]=[CH:31][CH:30]=[CH:29][CH:28]=3)[CH2:25][NH:24][CH2:23]2)[C:14](=[O:20])[O:15][C:16]([CH3:19])([CH3:18])[CH3:17])[CH3:12])[C:10]2[C:5](=[CH:6][CH:7]=[CH:8][CH:9]=2)[CH:4]=[CH:3][CH:2]=1.[Cl:33][C:34]1[CH:41]=[CH:40][CH:39]=[CH:38][C:35]=1[CH:36]=[O:37].C(O[BH-](OC(=O)C)OC(=O)C)(=O)C.[N-]=C=O, predict the reaction product. The product is: [Cl:33][C:34]1[CH:41]=[CH:40][CH:39]=[CH:38][C:35]=1[C:36]([N:24]1[CH2:25][CH:26]([C:27]2[CH:28]=[CH:29][CH:30]=[CH:31][CH:32]=2)[CH:22]([CH2:21][N:13]([CH:11]([C:1]2[C:10]3[C:5](=[CH:6][CH:7]=[CH:8][CH:9]=3)[CH:4]=[CH:3][CH:2]=2)[CH3:12])[C:14](=[O:20])[O:15][C:16]([CH3:18])([CH3:19])[CH3:17])[CH2:23]1)=[O:37].